Dataset: Reaction yield outcomes from USPTO patents with 853,638 reactions. Task: Predict the reaction yield, written as a fraction of the theoretical maximum amount of product (1.0 means a 100% yield; for example, 0.34 means a 34% yield). (1) The reactants are [NH2:1][CH2:2][CH:3]([CH2:7][C:8]1[CH:13]=[CH:12][CH:11]=[CH:10][CH:9]=1)[C:4]([OH:6])=[O:5].[CH3:14][C:15]([O:18][C:19](O[C:19]([O:18][C:15]([CH3:17])([CH3:16])[CH3:14])=[O:20])=[O:20])([CH3:17])[CH3:16].[OH-].[Na+]. The catalyst is O1CCOCC1.O. The product is [CH3:14][C:15]([O:18][C:19]([NH:1][CH2:2][CH:3]([CH2:7][C:8]1[CH:13]=[CH:12][CH:11]=[CH:10][CH:9]=1)[C:4]([OH:6])=[O:5])=[O:20])([CH3:17])[CH3:16]. The yield is 0.580. (2) The reactants are [CH2:1]([O:3][C:4]([C:6]1[CH:7]=[N:8][N:9]([C:11]2[N:15](COCCOC)[C:14]3[CH:22]=[CH:23][CH:24]=[C:25]([Cl:26])[C:13]=3[N:12]=2)[CH:10]=1)=[O:5])[CH3:2].Cl.O1CCOCC1. The catalyst is CCO. The product is [CH2:1]([O:3][C:4]([C:6]1[CH:7]=[N:8][N:9]([C:11]2[NH:15][C:14]3[CH:22]=[CH:23][CH:24]=[C:25]([Cl:26])[C:13]=3[N:12]=2)[CH:10]=1)=[O:5])[CH3:2]. The yield is 0.930. (3) The yield is 0.700. The product is [CH3:1][O:2][C:3]([C:5]1[C:10]([C:11]([O:13][CH3:14])=[O:12])=[CH:9][CH:8]=[C:7]([O:15][C:16]2[CH:21]=[CH:20][C:19]([B:25]3[O:29][C:28]([CH3:31])([CH3:30])[C:27]([CH3:33])([CH3:32])[O:26]3)=[C:18]([CH:23]=[O:24])[CH:17]=2)[N:6]=1)=[O:4]. The catalyst is O1CCOCC1.C1C=CC(P(C2C=CC=CC=2)[C-]2C=CC=C2)=CC=1.C1C=CC(P(C2C=CC=CC=2)[C-]2C=CC=C2)=CC=1.Cl[Pd]Cl.[Fe+2]. The reactants are [CH3:1][O:2][C:3]([C:5]1[C:10]([C:11]([O:13][CH3:14])=[O:12])=[CH:9][CH:8]=[C:7]([O:15][C:16]2[CH:21]=[CH:20][C:19](Br)=[C:18]([CH:23]=[O:24])[CH:17]=2)[N:6]=1)=[O:4].[B:25]1([B:25]2[O:29][C:28]([CH3:31])([CH3:30])[C:27]([CH3:33])([CH3:32])[O:26]2)[O:29][C:28]([CH3:31])([CH3:30])[C:27]([CH3:33])([CH3:32])[O:26]1.C([O-])(=O)C.[K+]. (4) The reactants are [N+:1]([C:4]1[CH:14]=[CH:13][C:7]([O:8][CH2:9][C:10]([OH:12])=[O:11])=[CH:6][CH:5]=1)([O-:3])=[O:2].O[CH2:16][CH2:17][O:18][C:19](=[O:31])[CH2:20][O:21][C:22]1[CH:27]=[CH:26][C:25]([N+:28]([O-:30])=[O:29])=[CH:24][CH:23]=1.C1(N=C=NC2CCCCC2)CCCCC1. The catalyst is ClCCl. The product is [N+:1]([C:4]1[CH:5]=[CH:6][C:7]([O:8][CH2:9][C:10]([O:12][CH2:16][CH2:17][O:18][C:19](=[O:31])[CH2:20][O:21][C:22]2[CH:27]=[CH:26][C:25]([N+:28]([O-:30])=[O:29])=[CH:24][CH:23]=2)=[O:11])=[CH:13][CH:14]=1)([O-:3])=[O:2]. The yield is 0.540.